This data is from Drug half-life prediction data from Obach et al.. The task is: Regression/Classification. Given a drug SMILES string, predict its absorption, distribution, metabolism, or excretion properties. Task type varies by dataset: regression for continuous measurements (e.g., permeability, clearance, half-life) or binary classification for categorical outcomes (e.g., BBB penetration, CYP inhibition). For this dataset (half_life_obach), we predict log10(half-life) (log10 of half-life in hours). (1) The compound is COc1ccc(CC2c3cc(OC)c(OC)cc3CC[N+]2(C)CCC(=O)OCCCCCOC(=O)CC[N+]2(C)CCc3cc(OC)c(OC)cc3C2Cc2ccc(OC)c(OC)c2)cc1OC. The log10(half-life) is -0.510. (2) The drug is CO/N=C(\C(=O)N[C@@H]1C(=O)N2C(C(=O)O)=C(CSc3nc(=O)c(O)nn3C)CS[C@H]12)c1csc(N)n1. The log10(half-life) is 0.930. (3) The molecule is CC(=O)OCC1=C(C(=O)O)N2C(=O)[C@@H](NC(=O)Cc3cccs3)[C@H]2SC1. The log10(half-life) is -0.0200. (4) The log10(half-life) is 1.30. The drug is Cc1ccccc1N1C(=O)c2cc(S(N)(=O)=O)c(Cl)cc2NC1C. (5) The molecule is CN1CCC[C@@H]1Cc1c[nH]c2ccc(CCS(=O)(=O)c3ccccc3)cc12. The log10(half-life) is 0.620. (6) The molecule is CN(C)[C@@H]1C(O)=C(C(N)=O)C(=O)[C@@]2(O)C(O)=C3C(=O)c4c(O)cccc4[C@@](C)(O)[C@H]3[C@H](O)[C@@H]12. The log10(half-life) is 1.00.